This data is from Full USPTO retrosynthesis dataset with 1.9M reactions from patents (1976-2016). The task is: Predict the reactants needed to synthesize the given product. (1) Given the product [CH3:1][O:2][C:3](=[O:22])[CH:4]([CH:11]1[CH2:16][CH2:15][CH2:14][CH2:13][N:12]1[C:17]([O:19][CH2:20][I:23])=[O:18])[C:5]1[CH:10]=[CH:9][CH:8]=[CH:7][CH:6]=1, predict the reactants needed to synthesize it. The reactants are: [CH3:1][O:2][C:3](=[O:22])[CH:4]([CH:11]1[CH2:16][CH2:15][CH2:14][CH2:13][N:12]1[C:17]([O:19][CH2:20]Cl)=[O:18])[C:5]1[CH:10]=[CH:9][CH:8]=[CH:7][CH:6]=1.[I-:23].[Na+]. (2) Given the product [NH2:15][C:16]1[CH:17]=[C:18]([C:19]([N:12]2[CH2:11][CH2:10][CH:9]([C:6]3[CH:7]=[CH:8][C:3]([Br:2])=[CH:4][CH:5]=3)[CH2:14][CH2:13]2)=[O:20])[CH:22]=[CH:23][C:24]=1[CH3:25], predict the reactants needed to synthesize it. The reactants are: I.[Br:2][C:3]1[CH:8]=[CH:7][C:6]([CH:9]2[CH2:14][CH2:13][NH2+:12][CH2:11][CH2:10]2)=[CH:5][CH:4]=1.[NH2:15][C:16]1[CH:17]=[C:18]([CH:22]=[CH:23][C:24]=1[CH3:25])[C:19](O)=[O:20].C(N(CC)C(C)C)(C)C.CN(C(ON1N=NC2C=CC=CC1=2)=[N+](C)C)C.F[P-](F)(F)(F)(F)F.C([O-])([O-])=O.[Na+].[Na+]. (3) Given the product [NH2:1][C:2]1[N:7]=[CH:6][C:5]([C:8]([OH:10])=[O:9])=[CH:4][N:3]=1, predict the reactants needed to synthesize it. The reactants are: [NH2:1][C:2]1[N:7]=[CH:6][C:5]([C:8]([O:10]C)=[O:9])=[CH:4][N:3]=1.[OH-].[Li+].